Task: Predict the product of the given reaction.. Dataset: Forward reaction prediction with 1.9M reactions from USPTO patents (1976-2016) (1) Given the reactants [Cl:1][C:2]1[CH:7]=[CH:6][C:5]([C:8]2[N:9]=[CH:10][CH:11]=[C:12]3[CH:16]=[C:15]([CH3:17])[NH:14][C:13]=23)=[CH:4][CH:3]=1.CNC.[C:21]([OH:24])(=O)[CH3:22].[CH2:25]=O, predict the reaction product. The product is: [Cl:1][C:2]1[CH:3]=[CH:4][C:5]([C:8]2[N:9]=[CH:10][CH:11]=[C:12]3[C:16]([CH2:25][O:24][CH2:21][CH3:22])=[C:15]([CH3:17])[NH:14][C:13]=23)=[CH:6][CH:7]=1. (2) Given the reactants C([O:8][CH2:9][CH2:10][N:11]1[C:17](=[O:18])[C@@H:16]([NH:19][C:20]([C@@H:22]([O:24][C:25](=[O:32])[NH:26][CH2:27][C:28]([F:31])([F:30])[F:29])[CH3:23])=[O:21])[C:15]2[CH:33]=[CH:34][CH:35]=[CH:36][C:14]=2[C:13]2[CH:37]=[CH:38][CH:39]=[CH:40][C:12]1=2)C1C=CC=CC=1.C(OCC)(=O)C, predict the reaction product. The product is: [OH:8][CH2:9][CH2:10][N:11]1[C:17](=[O:18])[C@@H:16]([NH:19][C:20]([C@@H:22]([O:24][C:25](=[O:32])[NH:26][CH2:27][C:28]([F:29])([F:30])[F:31])[CH3:23])=[O:21])[C:15]2[CH:33]=[CH:34][CH:35]=[CH:36][C:14]=2[C:13]2[CH:37]=[CH:38][CH:39]=[CH:40][C:12]1=2.